From a dataset of Forward reaction prediction with 1.9M reactions from USPTO patents (1976-2016). Predict the product of the given reaction. The product is: [CH2:29]([C:25]1([CH2:26][CH:27]=[CH2:28])[O:32][C:2](=[O:4])[N:22]([C@H:20]([C:17]2[CH:16]=[CH:15][C:14]([Br:13])=[CH:19][CH:18]=2)[CH3:21])[CH2:23][CH2:24]1)[CH:30]=[CH2:31]. Given the reactants Cl[C:2](Cl)([O:4]C(=O)OC(Cl)(Cl)Cl)Cl.[Br:13][C:14]1[CH:19]=[CH:18][C:17]([C@@H:20]([NH:22][CH2:23][CH2:24][C:25]([OH:32])([CH2:29][CH:30]=[CH2:31])[CH2:26][CH:27]=[CH2:28])[CH3:21])=[CH:16][CH:15]=1.C(N(C(C)C)C(C)C)C, predict the reaction product.